Task: Predict the product of the given reaction.. Dataset: Forward reaction prediction with 1.9M reactions from USPTO patents (1976-2016) (1) Given the reactants CCC(CO[C:8]([C:21]([N:23]([CH2:25]C[NH+](C)C)C)=[O:22])([C:15]1C=CC=CC=1)[C:9]1C=CC=CC=1)CC.[Cl-].C[N:32](CCN(C)C)C.CCCCCCCCC[CH2:48][CH2:49][CH2:50][O:51]S([O-])(=O)=O.[Na+].[Ca].[Mg], predict the reaction product. The product is: [C:21]([NH2:23])(=[O:22])[CH:8]=[CH2:9].[CH2:48]=[CH:49][C:50]([NH:32][CH2:25][NH:23][C:21]([CH:8]=[CH2:15])=[O:22])=[O:51]. (2) Given the reactants [H-].[H-].[H-].[H-].[Li+].[Al+3].[Br:7][C:8]1[C:24]([CH3:25])=[CH:23][C:11]([O:12][CH2:13][CH:14]([C:19]2([CH3:22])[CH2:21][O:20]2)[C:15]([CH3:18])([OH:17])[CH3:16])=[CH:10][C:9]=1[CH3:26], predict the reaction product. The product is: [Br:7][C:8]1[C:9]([CH3:26])=[CH:10][C:11]([O:12][CH2:13][CH:14]([C:19]([CH3:21])([OH:20])[CH3:22])[C:15]([CH3:18])([OH:17])[CH3:16])=[CH:23][C:24]=1[CH3:25]. (3) Given the reactants [CH3:1][N:2]([CH2:13][CH2:14][C:15]1[CH:20]=[CH:19][CH:18]=[CH:17][CH:16]=1)[C:3]1[S:4][C:5]([C:8]([O:10]CC)=[O:9])=[CH:6][N:7]=1.[OH-].[Li+], predict the reaction product. The product is: [CH3:1][N:2]([CH2:13][CH2:14][C:15]1[CH:20]=[CH:19][CH:18]=[CH:17][CH:16]=1)[C:3]1[S:4][C:5]([C:8]([OH:10])=[O:9])=[CH:6][N:7]=1.